Predict the product of the given reaction. From a dataset of Forward reaction prediction with 1.9M reactions from USPTO patents (1976-2016). (1) Given the reactants [CH2:1]([NH:8][C:9](=[O:18])[C:10]1[CH:15]=[C:14]([I:16])[CH:13]=[C:12]([OH:17])[CH:11]=1)[C:2]1[CH:7]=[CH:6][CH:5]=[CH:4][CH:3]=1.C(=O)([O-])[O-].[K+].[K+].[CH2:25]([O:27][C:28](=[O:53])[CH2:29][CH2:30][CH2:31][O:32][C:33]1[CH:38]=[CH:37][CH:36]=[C:35]([CH2:39][CH2:40][CH2:41][CH2:42][CH2:43][CH2:44]Br)[C:34]=1[CH2:46][CH2:47][C:48]([O:50][CH2:51][CH3:52])=[O:49])[CH3:26], predict the reaction product. The product is: [CH2:25]([O:27][C:28](=[O:53])[CH2:29][CH2:30][CH2:31][O:32][C:33]1[CH:38]=[CH:37][CH:36]=[C:35]([CH2:39][CH2:40][CH2:41][CH2:42][CH2:43][CH2:44][O:17][C:12]2[CH:13]=[C:14]([I:16])[CH:15]=[C:10]([C:9](=[O:18])[NH:8][CH2:1][C:2]3[CH:3]=[CH:4][CH:5]=[CH:6][CH:7]=3)[CH:11]=2)[C:34]=1[CH2:46][CH2:47][C:48]([O:50][CH2:51][CH3:52])=[O:49])[CH3:26]. (2) Given the reactants [CH3:1][N:2]1[C@@H:7]2[C@@H:8]3[O:10][C@@H:9]3[C@H:3]1[CH2:4][CH:5]([O:11][C:12]([C:14]([OH:25])([C:20]1[S:24][CH:23]=[CH:22][CH:21]=1)[C:15]1[S:19][CH:18]=[CH:17][CH:16]=1)=[O:13])[CH2:6]2.[CH3:26][Br:27], predict the reaction product. The product is: [CH3:1][N+:2]1([CH3:26])[C@@H:3]2[C@@H:9]3[O:10][C@@H:8]3[C@H:7]1[CH2:6][C@@H:5]([O:11][C:12]([C:14]([OH:25])([C:15]1[S:19][CH:18]=[CH:17][CH:16]=1)[C:20]1[S:24][CH:23]=[CH:22][CH:21]=1)=[O:13])[CH2:4]2.[OH2:10].[Br-:27]. (3) Given the reactants [C:1]1([NH2:8])[CH:6]=[CH:5][CH:4]=[CH:3][C:2]=1[NH2:7].[Br:9][C:10]1[CH:14]=[CH:13][S:12][C:11]=1[CH:15]=O, predict the reaction product. The product is: [Br:9][C:10]1[CH:14]=[CH:13][S:12][C:11]=1[C:15]1[NH:8][C:1]2[CH:6]=[CH:5][CH:4]=[CH:3][C:2]=2[N:7]=1. (4) Given the reactants [Cl:1][C:2]1[C:3]([O:21][CH3:22])=[C:4]([C@H:9]([CH2:19][CH3:20])[CH2:10][C@:11]([OH:18])([C:14]([F:17])([F:16])[F:15])[CH:12]=O)[CH:5]=[CH:6][C:7]=1[F:8].[NH2:23][C:24]1[CH:33]=[CH:32][C:31]([F:34])=[C:30]2[C:25]=1[CH:26]=[CH:27][C:28](=[O:35])[NH:29]2, predict the reaction product. The product is: [Cl:1][C:2]1[C:3]([O:21][CH3:22])=[C:4]([C@H:9]([CH2:19][CH3:20])[CH2:10][C@:11]([OH:18])([C:14]([F:16])([F:15])[F:17])[CH:12]=[N:23][C:24]2[CH:33]=[CH:32][C:31]([F:34])=[C:30]3[C:25]=2[CH:26]=[CH:27][C:28](=[O:35])[NH:29]3)[CH:5]=[CH:6][C:7]=1[F:8]. (5) Given the reactants [Na].[Cl-].[NH2:3][C:4]([NH2:6])=[NH2+:5].[F:7][C:8]([F:30])([F:29])[C:9]1[CH:10]=[C:11]2[C:15](=[CH:16][CH:17]=1)[CH:14]([CH2:18][C:19](OCC)=[O:20])[N:13]([CH2:24][CH:25]([CH3:27])[CH3:26])[C:12]2=[O:28], predict the reaction product. The product is: [F:30][C:8]([F:7])([F:29])[C:9]1[CH:10]=[C:11]2[C:15](=[CH:16][CH:17]=1)[CH:14]([CH2:18][C:19]([NH:5][C:4]([NH2:6])=[NH:3])=[O:20])[N:13]([CH2:24][CH:25]([CH3:27])[CH3:26])[C:12]2=[O:28].